This data is from Full USPTO retrosynthesis dataset with 1.9M reactions from patents (1976-2016). The task is: Predict the reactants needed to synthesize the given product. (1) Given the product [Br:7][C:8]1[C:13]([O:14][CH3:15])=[CH:12][CH:11]=[C:10]([C:1]([CH3:3])=[CH2:2])[N:9]=1, predict the reactants needed to synthesize it. The reactants are: [C:1](B(O)O)([CH3:3])=[CH2:2].[Br:7][C:8]1[C:13]([O:14][CH3:15])=[CH:12][CH:11]=[C:10](I)[N:9]=1.C(=O)([O-])[O-].[Na+].[Na+].O. (2) Given the product [CH3:28][O:27][C:24]1[CH:25]=[CH:26][C:21]([CH2:20][O:1][C:2]2[CH:3]=[CH:4][C:5](/[CH:8]=[CH:9]\[C:10]([O:12][CH2:8][C:5]3[CH:6]=[CH:7][C:2]([O:16][CH3:13])=[CH:3][CH:4]=3)=[O:11])=[CH:6][CH:7]=2)=[CH:22][CH:23]=1, predict the reactants needed to synthesize it. The reactants are: [OH:1][C:2]1[CH:7]=[CH:6][C:5](/[CH:8]=[CH:9]\[C:10]([OH:12])=[O:11])=[CH:4][CH:3]=1.[C:13]([O-:16])([O-])=O.[K+].[K+].Cl[CH2:20][C:21]1[CH:26]=[CH:25][C:24]([O:27][CH3:28])=[CH:23][CH:22]=1. (3) The reactants are: [Br:1][C:2]1[CH:7]=[C:6]([CH2:8]/[CH:9]=[CH:10]/[C:11]([F:14])([F:13])[F:12])[C:5]([OH:15])=[C:4]([N+:16]([O-:18])=[O:17])[CH:3]=1.C(=O)([O-])[O-].[K+].[K+].I[CH2:26][CH2:27][CH3:28].[I-]. Given the product [Br:1][C:2]1[CH:7]=[C:6](/[CH:8]=[CH:9]/[CH2:10][C:11]([F:13])([F:14])[F:12])[C:5]([O:15][CH2:26][CH2:27][CH3:28])=[C:4]([N+:16]([O-:18])=[O:17])[CH:3]=1.[Br:1][C:2]1[CH:7]=[C:6]([CH2:8]/[CH:9]=[CH:10]/[C:11]([F:13])([F:14])[F:12])[C:5]([O:15][CH2:26][CH2:27][CH3:28])=[C:4]([N+:16]([O-:18])=[O:17])[CH:3]=1, predict the reactants needed to synthesize it. (4) Given the product [Cl:1][C:2]1[CH:3]=[CH:4][C:5]([C:8]2[N:9]([C:10]3[CH:15]=[CH:14][C:13]([S:16]([CH3:19])(=[O:17])=[O:18])=[CH:12][CH:11]=3)[CH2:29][C:30]([OH:22])([CH2:31][O:36][C:37]3[CH:42]=[CH:41][C:40]([Cl:43])=[CH:39][CH:38]=3)[N:20]=2)=[CH:6][CH:7]=1, predict the reactants needed to synthesize it. The reactants are: [Cl:1][C:2]1[CH:7]=[CH:6][C:5]([C:8](=[NH:20])[NH:9][C:10]2[CH:15]=[CH:14][C:13]([S:16]([CH3:19])(=[O:18])=[O:17])=[CH:12][CH:11]=2)=[CH:4][CH:3]=1.C(=O)(O)[O-:22].[Na+].BrCC(=O)[CH2:29][C:30]1C=CC=C[C:31]=1[O:36][C:37]1[CH:42]=[CH:41][C:40]([Cl:43])=[CH:39][CH:38]=1. (5) Given the product [Br:19][CH2:11][C:1]1[CH:2]=[CH:3][C:4]([C:7]([O:9][CH3:10])=[O:8])=[CH:5][CH:6]=1, predict the reactants needed to synthesize it. The reactants are: [C:1]1([CH3:11])[CH:6]=[CH:5][C:4]([C:7]([O:9][CH3:10])=[O:8])=[CH:3][CH:2]=1.C1C(=O)N([Br:19])C(=O)C1.C(OOC(=O)C1C=CC=CC=1)(=O)C1C=CC=CC=1. (6) Given the product [C:1]([C:4]1[C:5]([NH:11][C:12]2[CH:21]=[CH:20][C:15]([C:16]([OH:18])=[O:17])=[CH:14][CH:13]=2)=[N:6][C:7]([Cl:10])=[CH:8][CH:9]=1)(=[O:3])[NH2:2], predict the reactants needed to synthesize it. The reactants are: [C:1]([C:4]1[C:5]([NH:11][C:12]2[CH:21]=[CH:20][C:15]([C:16]([O:18]C)=[O:17])=[CH:14][CH:13]=2)=[N:6][C:7]([Cl:10])=[CH:8][CH:9]=1)(=[O:3])[NH2:2].[OH-].[Na+].Cl. (7) Given the product [Cl:7][C:8]1[CH:9]=[CH:10][C:11]2[N:17]3[C:18]([CH:21]([CH3:23])[CH3:22])=[N:19][N:20]=[C:16]3[C@@H:15]([CH2:24][CH2:25][OH:26])[O:14][C@H:13]([C:30]3[CH:35]=[CH:34][CH:33]=[C:32]([O:36][CH3:37])[C:31]=3[O:38][CH3:39])[C:12]=2[CH:40]=1, predict the reactants needed to synthesize it. The reactants are: [H-].[Al+3].[Li+].[H-].[H-].[H-].[Cl:7][C:8]1[CH:9]=[CH:10][C:11]2[N:17]3[C:18]([CH:21]([CH3:23])[CH3:22])=[N:19][N:20]=[C:16]3[C@@H:15]([CH2:24][C:25](OCC)=[O:26])[O:14][C@H:13]([C:30]3[CH:35]=[CH:34][CH:33]=[C:32]([O:36][CH3:37])[C:31]=3[O:38][CH3:39])[C:12]=2[CH:40]=1.C(C(C(C([O-])=O)O)O)([O-])=O.[Na+].[K+]. (8) Given the product [F:6][C:7]([F:38])([F:37])[C:8]1[CH:12]=[C:11]([C:13]([F:16])([F:15])[F:14])[N:10]([CH2:17][C:18]2[CH:23]=[CH:22][C:21]([N:24]3[C:32](=[O:33])[C:31]4[C:26](=[CH:27][CH:28]=[CH:29][C:30]=4[S:40][CH3:39])[C:25]3=[O:35])=[C:20]([CH3:36])[CH:19]=2)[N:9]=1, predict the reactants needed to synthesize it. The reactants are: CN(C=O)C.[F:6][C:7]([F:38])([F:37])[C:8]1[CH:12]=[C:11]([C:13]([F:16])([F:15])[F:14])[N:10]([CH2:17][C:18]2[CH:23]=[CH:22][C:21]([N:24]3[C:32](=[O:33])[C:31]4[C:26](=[CH:27][CH:28]=[CH:29][C:30]=4F)[C:25]3=[O:35])=[C:20]([CH3:36])[CH:19]=2)[N:9]=1.[CH3:39][S-:40].[Na+]. (9) Given the product [Cl:18][C:15]1[CH:16]=[CH:17][C:12]([N:10]2[CH2:9][CH2:8][C:4]3[N:5]=[CH:6][N:7]=[C:2]([NH:29][C@@H:27]([C:24]4[CH:25]=[N:26][C:21]([C:20]([F:31])([F:19])[F:30])=[CH:22][CH:23]=4)[CH3:28])[C:3]=3[CH2:11]2)=[N:13][CH:14]=1, predict the reactants needed to synthesize it. The reactants are: Br[C:2]1[C:3]2[CH2:11][N:10]([C:12]3[CH:17]=[CH:16][C:15]([Cl:18])=[CH:14][N:13]=3)[CH2:9][CH2:8][C:4]=2[N:5]=[CH:6][N:7]=1.[F:19][C:20]([F:31])([F:30])[C:21]1[N:26]=[CH:25][C:24]([C@H:27]([NH2:29])[CH3:28])=[CH:23][CH:22]=1.C(N(CC)C(C)C)(C)C. (10) Given the product [F:37][CH:2]([F:1])[C:3]1[N:7]([C:8]2[N:13]=[C:12]([N:14]3[CH2:15][CH2:16][O:17][CH2:18][CH2:19]3)[N:11]=[C:10]([N:20]3[CH2:21][CH2:22][CH:23]([N:26]([CH3:40])[S:27]([CH3:30])(=[O:29])=[O:28])[CH2:24][CH2:25]3)[N:9]=2)[C:6]2[CH:31]=[CH:32][CH:33]=[C:34]([O:35][CH3:36])[C:5]=2[N:4]=1, predict the reactants needed to synthesize it. The reactants are: [F:1][CH:2]([F:37])[C:3]1[N:7]([C:8]2[N:13]=[C:12]([N:14]3[CH2:19][CH2:18][O:17][CH2:16][CH2:15]3)[N:11]=[C:10]([N:20]3[CH2:25][CH2:24][CH:23]([NH:26][S:27]([CH3:30])(=[O:29])=[O:28])[CH2:22][CH2:21]3)[N:9]=2)[C:6]2[CH:31]=[CH:32][CH:33]=[C:34]([O:35][CH3:36])[C:5]=2[N:4]=1.IC.[C:40]([O-])([O-])=O.[K+].[K+].